Dataset: Peptide-MHC class II binding affinity with 134,281 pairs from IEDB. Task: Regression. Given a peptide amino acid sequence and an MHC pseudo amino acid sequence, predict their binding affinity value. This is MHC class II binding data. (1) The peptide sequence is ENVLISPVSILSTLS. The MHC is DRB1_1201 with pseudo-sequence DRB1_1201. The binding affinity (normalized) is 0.362. (2) The peptide sequence is ELAAVSVDCSEYPKP. The MHC is DRB1_1501 with pseudo-sequence DRB1_1501. The binding affinity (normalized) is 0.0697. (3) The peptide sequence is YDKFLANVMTVLTGK. The MHC is DRB1_1001 with pseudo-sequence DRB1_1001. The binding affinity (normalized) is 0.749. (4) The MHC is DRB1_0301 with pseudo-sequence DRB1_0301. The peptide sequence is EIKSTKPEASSGEPVVVHIT. The binding affinity (normalized) is 0.266. (5) The peptide sequence is ALSAEYAAVAQELSV. The MHC is DRB3_0202 with pseudo-sequence DRB3_0202. The binding affinity (normalized) is 0.156. (6) The peptide sequence is CIIHRGKPFQLEAV. The MHC is HLA-DQA10401-DQB10402 with pseudo-sequence HLA-DQA10401-DQB10402. The binding affinity (normalized) is 0.311. (7) The peptide sequence is VVVHITDDNEEPIAP. The MHC is HLA-DQA10104-DQB10503 with pseudo-sequence CNYHEGGGARVAHIMYFGGTHYDVGASRVHVAGI. The binding affinity (normalized) is 0.0991. (8) The peptide sequence is GPLQIVDKIDAAFKI. The MHC is DRB1_0401 with pseudo-sequence DRB1_0401. The binding affinity (normalized) is 0.414. (9) The peptide sequence is ANVMAASLRKAGKSV. The MHC is HLA-DQA10201-DQB10303 with pseudo-sequence HLA-DQA10201-DQB10303. The binding affinity (normalized) is 0.499. (10) The peptide sequence is GTLQIVDKIDAAFKI. The MHC is DRB1_1501 with pseudo-sequence DRB1_1501. The binding affinity (normalized) is 0.569.